This data is from Full USPTO retrosynthesis dataset with 1.9M reactions from patents (1976-2016). The task is: Predict the reactants needed to synthesize the given product. (1) The reactants are: [N:1]1[CH:6]=[CH:5][C:4]([NH:7][C:8]([C:10]2[C:18]3[C:17]4[CH:19]=[CH:20][CH:21]=[CH:22][C:16]=4[O:15][C:14]=3[C:13]([O:23][CH:24]([F:26])[F:25])=[CH:12][CH:11]=2)=[O:9])=[CH:3][CH:2]=1.ClC1C=CC=C(C(OO)=[O:35])C=1. Given the product [N:1]1[CH:6]=[CH:5][C:4]([NH+:7]([O-:35])[C:8]([C:10]2[C:18]3[C:17]4[CH:19]=[CH:20][CH:21]=[CH:22][C:16]=4[O:15][C:14]=3[C:13]([O:23][CH:24]([F:26])[F:25])=[CH:12][CH:11]=2)=[O:9])=[CH:3][CH:2]=1, predict the reactants needed to synthesize it. (2) Given the product [C:5]([O:4][C:1]1[CH:14]=[C:13]([O:15][C:22](=[O:24])[CH3:23])[CH:12]=[C:11]([CH3:16])[CH:2]=1)(=[O:7])[CH3:6], predict the reactants needed to synthesize it. The reactants are: [C:1]([O:4][C:5](=[O:7])[CH3:6])(=O)[CH3:2].OC1C=[C:11]([CH3:16])[CH:12]=[C:13]([OH:15])[CH:14]=1.C(N([CH2:22][CH3:23])CC)C.[OH2:24]. (3) The reactants are: Cl.[CH3:2][C:3]1([CH3:23])[CH2:7][C:6]2[CH:8]=[CH:9][CH:10]=[C:11]([CH2:12][N:13]3[CH2:22][CH2:21][C:16]4([CH2:20][NH:19][CH2:18][CH2:17]4)[CH2:15][CH2:14]3)[C:5]=2[O:4]1.[N:24]1[CH:29]=[CH:28][C:27]([CH2:30][C:31](O)=[O:32])=[CH:26][CH:25]=1. Given the product [CH3:2][C:3]1([CH3:23])[CH2:7][C:6]2[CH:8]=[CH:9][CH:10]=[C:11]([CH2:12][N:13]3[CH2:14][CH2:15][C:16]4([CH2:20][N:19]([C:31](=[O:32])[CH2:30][C:27]5[CH:28]=[CH:29][N:24]=[CH:25][CH:26]=5)[CH2:18][CH2:17]4)[CH2:21][CH2:22]3)[C:5]=2[O:4]1, predict the reactants needed to synthesize it. (4) Given the product [Cl:21][C:22]1[CH:23]=[C:24]([O:33][CH2:2][C:3]2[CH:12]=[CH:11][C:6]([C:7]([O:9][CH3:10])=[O:8])=[CH:5][C:4]=2[O:13][CH3:14])[CH:25]=[N:26][C:27]=1[O:28][CH2:29][CH:30]([CH3:31])[CH3:32], predict the reactants needed to synthesize it. The reactants are: Br[CH2:2][C:3]1[CH:12]=[CH:11][C:6]([C:7]([O:9][CH3:10])=[O:8])=[CH:5][C:4]=1[O:13][CH3:14].C(=O)([O-])[O-].[K+].[K+].[Cl:21][C:22]1[CH:23]=[C:24]([OH:33])[CH:25]=[N:26][C:27]=1[O:28][CH2:29][CH:30]([CH3:32])[CH3:31]. (5) Given the product [C:1]([C:3]1[C:4]([O:22][C:23]([F:32])([F:31])[CH:24]([F:30])[O:25][C:26]([F:27])([F:28])[F:29])=[N:5][N:6]([C:8]2[CH:13]=[C:12]([S:14]([CH2:15][C:16]([F:19])([F:18])[F:17])=[O:41])[C:11]([CH3:20])=[CH:10][C:9]=2[F:21])[CH:7]=1)#[N:2], predict the reactants needed to synthesize it. The reactants are: [C:1]([C:3]1[C:4]([O:22][C:23]([F:32])([F:31])[CH:24]([F:30])[O:25][C:26]([F:29])([F:28])[F:27])=[N:5][N:6]([C:8]2[CH:13]=[C:12]([S:14][CH2:15][C:16]([F:19])([F:18])[F:17])[C:11]([CH3:20])=[CH:10][C:9]=2[F:21])[CH:7]=1)#[N:2].ClC1C=CC=C(C(OO)=[O:41])C=1. (6) Given the product [O:43]=[C:37]1[CH:36]([N:30]2[CH2:29][C:28]3[C:32](=[CH:33][CH:34]=[C:26]([CH2:25][NH:24][C:3](=[O:5])[C:2]([F:1])([F:17])[C:6]4[CH:11]=[CH:10][C:9]([O:12][CH:13]([CH3:15])[CH3:14])=[CH:8][C:7]=4[F:16])[CH:27]=3)[C:31]2=[O:35])[CH2:41][CH2:40][C:39](=[O:42])[NH:38]1, predict the reactants needed to synthesize it. The reactants are: [F:1][C:2]([F:17])([C:6]1[CH:11]=[CH:10][C:9]([O:12][CH:13]([CH3:15])[CH3:14])=[CH:8][C:7]=1[F:16])[C:3]([OH:5])=O.P(Cl)(Cl)(Cl)=O.Cl.[NH2:24][CH2:25][C:26]1[CH:27]=[C:28]2[C:32](=[CH:33][CH:34]=1)[C:31](=[O:35])[N:30]([CH:36]1[CH2:41][CH2:40][C:39](=[O:42])[NH:38][C:37]1=[O:43])[CH2:29]2.C(=O)(O)[O-].[Na+]. (7) Given the product [CH2:1]([CH:8]([NH:19][C:20]([C:22]1([NH:27][C:28]([C:30]2[S:34][C:33]3[CH:35]=[C:36]([CH3:39])[CH:37]=[CH:38][C:32]=3[CH:31]=2)=[O:29])[CH2:23][CH2:24][CH2:25][CH2:26]1)=[O:21])[CH2:9][O:10][CH2:11][CH2:12][CH:13]1[CH2:18][CH2:17][N:16]([CH2:8][CH:1]2[CH2:51][CH2:50][O:52][CH2:3][CH2:2]2)[CH2:15][CH2:14]1)[C:2]1[CH:3]=[CH:4][CH:5]=[CH:6][CH:7]=1, predict the reactants needed to synthesize it. The reactants are: [CH2:1]([CH:8]([NH:19][C:20]([C:22]1([NH:27][C:28]([C:30]2[S:34][C:33]3[CH:35]=[C:36]([CH3:39])[CH:37]=[CH:38][C:32]=3[CH:31]=2)=[O:29])[CH2:26][CH2:25][CH2:24][CH2:23]1)=[O:21])[CH2:9][O:10][CH2:11][CH2:12][CH:13]1[CH2:18][CH2:17][NH:16][CH2:15][CH2:14]1)[C:2]1[CH:7]=[CH:6][CH:5]=[CH:4][CH:3]=1.C(O[BH-](O[C:50](=[O:52])[CH3:51])OC(=O)C)(=O)C.[Na+]. (8) Given the product [NH2:1][C:2]1[CH:13]=[CH:12][C:11]2=[C:14]3[C:3]=1[C:4]([C:16]([F:19])([F:18])[F:17])=[CH:5][C:6](=[O:15])[N:7]3[CH2:8][CH2:9][O:10]2, predict the reactants needed to synthesize it. The reactants are: [NH2:1][C:2]1[CH:13]=[CH:12][C:11]2=[C:14]3[C:3]=1[C:4](O)([C:16]([F:19])([F:18])[F:17])[CH2:5][C:6](=[O:15])[N:7]3[CH2:8][CH2:9][O:10]2.C(=O)([O-])[O-].[Na+].[Na+]. (9) Given the product [NH2:35][C:31]1[CH:30]=[C:29]([N:36]2[CH2:37][CH2:38][N:39]([C:9]([NH:8][C:7]3[C:2]([F:1])=[C:3]([F:14])[C:4]([F:13])=[C:5]([F:12])[C:6]=3[F:11])=[O:10])[CH2:40][CH2:41]2)[C:28]2[C:33](=[CH:34][C:25]([Cl:24])=[CH:26][CH:27]=2)[N:32]=1, predict the reactants needed to synthesize it. The reactants are: [F:1][C:2]1[C:7]([N:8]=[C:9]=[O:10])=[C:6]([F:11])[C:5]([F:12])=[C:4]([F:13])[C:3]=1[F:14].CCN(C(C)C)C(C)C.[Cl:24][C:25]1[CH:34]=[C:33]2[C:28]([C:29]([N:36]3[CH2:41][CH2:40][NH:39][CH2:38][CH2:37]3)=[CH:30][C:31]([NH2:35])=[N:32]2)=[CH:27][CH:26]=1.